Dataset: Reaction yield outcomes from USPTO patents with 853,638 reactions. Task: Predict the reaction yield, written as a fraction of the theoretical maximum amount of product (1.0 means a 100% yield; for example, 0.34 means a 34% yield). (1) The reactants are [CH2:1]([C:3]1[N:8]([C:9]2[CH:14]=[CH:13][C:12]([O:15][C@@H:16]3[CH2:21][CH2:20][CH2:19][CH2:18][C@H:17]3[OH:22])=[CH:11][CH:10]=2)[C:7](=[O:23])[C:6]([CH2:24][C:25]2[CH:30]=[CH:29][C:28]([C:31]3[CH:36]=[CH:35][CH:34]=[CH:33][C:32]=3[C:37]3[NH:41][C:40](=[O:42])[O:39][N:38]=3)=[CH:27][CH:26]=2)=[C:5]([CH2:43][CH2:44][CH3:45])[N:4]=1)[CH3:2].CC(OI1(OC(C)=O)(OC(C)=O)OC(=O)C2C1=CC=CC=2)=O.C(OCC)(=O)C.S([O-])([O-])(=O)=S.[Na+].[Na+]. The catalyst is ClCCl.O. The product is [CH2:1]([C:3]1[N:8]([C:9]2[CH:10]=[CH:11][C:12]([O:15][CH:16]3[CH2:21][CH2:20][CH2:19][CH2:18][C:17]3=[O:22])=[CH:13][CH:14]=2)[C:7](=[O:23])[C:6]([CH2:24][C:25]2[CH:30]=[CH:29][C:28]([C:31]3[CH:36]=[CH:35][CH:34]=[CH:33][C:32]=3[C:37]3[NH:41][C:40](=[O:42])[O:39][N:38]=3)=[CH:27][CH:26]=2)=[C:5]([CH2:43][CH2:44][CH3:45])[N:4]=1)[CH3:2]. The yield is 0.650. (2) The catalyst is CN(C=O)C. The product is [CH3:9][O:8][C:6]([C:5]1[CH:10]=[CH:11][C:2]([N:15]2[CH:19]=[CH:18][CH:17]=[C:16]2[C:20]([O:22][CH3:23])=[O:21])=[C:3]([N+:12]([O-:14])=[O:13])[CH:4]=1)=[O:7]. The yield is 0.770. The reactants are F[C:2]1[CH:11]=[CH:10][C:5]([C:6]([O:8][CH3:9])=[O:7])=[CH:4][C:3]=1[N+:12]([O-:14])=[O:13].[NH:15]1[CH:19]=[CH:18][CH:17]=[C:16]1[C:20]([O:22][CH3:23])=[O:21].C([O-])([O-])=O.[Cs+].[Cs+]. (3) The catalyst is C1COCC1.CCOCC.C1C=CC(/C=C/C(/C=C/C2C=CC=CC=2)=O)=CC=1.C1C=CC(/C=C/C(/C=C/C2C=CC=CC=2)=O)=CC=1.C1C=CC(/C=C/C(/C=C/C2C=CC=CC=2)=O)=CC=1.[Pd].[Pd].P(C1CCCCC1)(C1CCCCC1)C1CCCCC1.B(O)O. The yield is 0.975. The product is [CH3:3][O:4][C:5]1[CH:10]=[CH:9][C:8]([C:15]2[C:23]3[S:22][CH:21]=[CH:20][C:19]=3[CH:18]=[CH:17][CH:16]=2)=[CH:7][CH:6]=1. The reactants are [F-].[K+].[CH3:3][O:4][C:5]1[CH:10]=[CH:9][C:8](B(O)O)=[CH:7][CH:6]=1.Br[C:15]1[C:23]2[S:22][CH:21]=[CH:20][C:19]=2[CH:18]=[CH:17][CH:16]=1. (4) The reactants are [I:1][C:2]1[CH:8]=[CH:7][CH:6]=[CH:5][C:3]=1[NH2:4].[C:9]([N:16]1[CH2:21][CH2:20][C:19](=O)[CH2:18][CH2:17]1)([O:11][C:12]([CH3:15])([CH3:14])[CH3:13])=[O:10].C(O)(=O)C.C(O[BH-](OC(=O)C)OC(=O)C)(=O)C.[Na+]. The catalyst is ClCCCl. The product is [C:12]([O:11][C:9]([N:16]1[CH2:21][CH2:20][CH:19]([NH:4][C:3]2[CH:5]=[CH:6][CH:7]=[CH:8][C:2]=2[I:1])[CH2:18][CH2:17]1)=[O:10])([CH3:15])([CH3:13])[CH3:14]. The yield is 0.500. (5) The product is [ClH:31].[F:1][C:2]1[CH:3]=[CH:4][C:5]2[C:9]([CH:10]3[CH2:11][CH2:12][NH:13][CH2:14][CH2:15]3)=[CH:8][S:7][C:6]=2[CH:24]=1. The reactants are [F:1][C:2]1[CH:3]=[CH:4][C:5]2[C:9]([CH:10]3[CH2:15][CH2:14][N:13](C(C4C=CC=CC=4)=O)[CH2:12][CH2:11]3)=[CH:8][S:7][C:6]=2[CH:24]=1.C(OCC)(=O)C.[ClH:31]. The yield is 0.890. The catalyst is C(O)(=O)C. (6) The reactants are [CH2:1]([N:8]1[CH2:12][C:11]([CH2:13][CH2:14]OS(C)(=O)=O)=[CH:10][NH:9]1)[C:2]1[CH:7]=[CH:6][CH:5]=[CH:4][CH:3]=1.C[C:21]1([CH3:29])[CH2:26][CH2:25][CH2:24][C:23]([CH3:28])(C)[NH:22]1.[CH3:30][C:31]#[N:32]. No catalyst specified. The product is [CH2:1]([N:8]1[CH2:12][C:11]([CH2:13][CH2:14][N:22]2[C@H:21]([C:29]3[C:11]([CH3:12])=[CH:10][CH:30]=[CH:31][N:32]=3)[CH2:26][CH2:25][CH2:24][C@@H:23]2[C:28]2[C:4]([CH3:5])=[CH:3][CH:2]=[CH:1][N:8]=2)=[CH:10][NH:9]1)[C:2]1[CH:7]=[CH:6][CH:5]=[CH:4][CH:3]=1. The yield is 0.930. (7) The reactants are [CH:1]1([S:4]([NH:7][CH2:8][C:9]2[CH:17]=[CH:16][C:12]([C:13]([OH:15])=O)=[CH:11][CH:10]=2)(=[O:6])=[O:5])[CH2:3][CH2:2]1.Cl.[CH2:19]([O:21][CH2:22][C@@H:23]1[CH2:28][CH2:27][CH2:26][N:25]([CH2:29][C@H:30]2[CH2:35][CH2:34][CH2:33][CH2:32][C@@H:31]2[NH2:36])[CH2:24]1)[CH3:20].CN(C(ON1N=NC2C=CC=NC1=2)=[N+](C)C)C.F[P-](F)(F)(F)(F)F.C(N(C(C)C)CC)(C)C. The catalyst is CN(C=O)C. The product is [CH:1]1([S:4]([NH:7][CH2:8][C:9]2[CH:10]=[CH:11][C:12]([C:13]([NH:36][C@H:31]3[CH2:32][CH2:33][CH2:34][CH2:35][C@@H:30]3[CH2:29][N:25]3[CH2:26][CH2:27][CH2:28][C@@H:23]([CH2:22][O:21][CH2:19][CH3:20])[CH2:24]3)=[O:15])=[CH:16][CH:17]=2)(=[O:5])=[O:6])[CH2:2][CH2:3]1. The yield is 0.480.